This data is from Forward reaction prediction with 1.9M reactions from USPTO patents (1976-2016). The task is: Predict the product of the given reaction. (1) Given the reactants [Cl:1][C:2]1[CH:7]=[CH:6][C:5]([C:8]2[N:12]([CH:13]3[CH2:15][CH2:14]3)[C:11](=[O:16])[N:10]([S:17]([C:20]3[CH:25]=[CH:24][C:23]([C:26](O)=[O:27])=[CH:22][CH:21]=3)(=[O:19])=[O:18])[N:9]=2)=[CH:4][CH:3]=1.O.ON1C2C=CC=CC=2N=N1.Cl.CN(C)CCCN=C=NCC.[CH3:52][C:53]([NH2:56])([CH3:55])[CH3:54], predict the reaction product. The product is: [C:53]([NH:56][C:26]([C:23]1[CH:24]=[CH:25][C:20]([S:17]([N:10]2[C:11](=[O:16])[N:12]([CH:13]3[CH2:14][CH2:15]3)[C:8]([C:5]3[CH:4]=[CH:3][C:2]([Cl:1])=[CH:7][CH:6]=3)=[N:9]2)(=[O:19])=[O:18])=[CH:21][CH:22]=1)=[O:27])([CH3:55])([CH3:54])[CH3:52]. (2) The product is: [F:33][C:5]1[CH:4]=[CH:3][C:2]([NH:1][C:35]([NH:34][C:37]2[CH:42]=[CH:41][CH:40]=[C:39]([C:43]([F:44])([F:45])[F:46])[CH:38]=2)=[O:36])=[CH:32][C:6]=1[C:7]([C:9]1[CH:18]=[C:17]2[C:12]([N:13]=[CH:14][C:15]([N:19]3[CH2:20][CH2:21][N:22]([C:25]([O:27][C:28]([CH3:29])([CH3:30])[CH3:31])=[O:26])[CH2:23][CH2:24]3)=[N:16]2)=[CH:11][CH:10]=1)=[O:8]. Given the reactants [NH2:1][C:2]1[CH:3]=[CH:4][C:5]([F:33])=[C:6]([CH:32]=1)[C:7]([C:9]1[CH:18]=[C:17]2[C:12]([N:13]=[CH:14][C:15]([N:19]3[CH2:24][CH2:23][N:22]([C:25]([O:27][C:28]([CH3:31])([CH3:30])[CH3:29])=[O:26])[CH2:21][CH2:20]3)=[N:16]2)=[CH:11][CH:10]=1)=[O:8].[N:34]([C:37]1[CH:42]=[CH:41][CH:40]=[C:39]([C:43]([F:46])([F:45])[F:44])[CH:38]=1)=[C:35]=[O:36], predict the reaction product.